This data is from Peptide-MHC class I binding affinity with 185,985 pairs from IEDB/IMGT. The task is: Regression. Given a peptide amino acid sequence and an MHC pseudo amino acid sequence, predict their binding affinity value. This is MHC class I binding data. (1) The MHC is HLA-A26:01 with pseudo-sequence HLA-A26:01. The peptide sequence is GGHGGSTFK. The binding affinity (normalized) is 0.0847. (2) The peptide sequence is IHDFVDKTL. The MHC is HLA-A02:11 with pseudo-sequence HLA-A02:11. The binding affinity (normalized) is 0.0847.